This data is from Catalyst prediction with 721,799 reactions and 888 catalyst types from USPTO. The task is: Predict which catalyst facilitates the given reaction. (1) Reactant: [Br:1][C:2]1[CH:7]=[CH:6][C:5]([C:8]([N:10]2[CH2:15][CH2:14][C:13]([OH:17])([CH3:16])[CH2:12][CH2:11]2)=[O:9])=[CH:4][CH:3]=1.[H-].[Na+].[CH3:20]CCCCC.CI. Product: [Br:1][C:2]1[CH:7]=[CH:6][C:5]([C:8]([N:10]2[CH2:11][CH2:12][C:13]([O:17][CH3:20])([CH3:16])[CH2:14][CH2:15]2)=[O:9])=[CH:4][CH:3]=1. The catalyst class is: 3. (2) Reactant: C(O[C:4](=O)[CH2:5][C:6]1[CH:11]=[CH:10][C:9]([O:12][CH:13]([F:15])[F:14])=[C:8]([O:16][CH3:17])[CH:7]=1)C.[NH2:19][C:20]1[N:24]([CH:25]([CH:35]([OH:37])[CH3:36])[CH2:26][CH2:27][CH2:28][C:29]2[CH:34]=[CH:33][CH:32]=[CH:31][CH:30]=2)[CH:23]=[N:22][C:21]=1[C:38]([NH2:40])=[O:39].[Na]. Product: [F:15][CH:13]([F:14])[O:12][C:9]1[CH:10]=[CH:11][C:6]([CH2:5][C:4]2[NH:40][C:38](=[O:39])[C:21]3[N:22]=[CH:23][N:24]([CH:25]([CH:35]([OH:37])[CH3:36])[CH2:26][CH2:27][CH2:28][C:29]4[CH:34]=[CH:33][CH:32]=[CH:31][CH:30]=4)[C:20]=3[N:19]=2)=[CH:7][C:8]=1[O:16][CH3:17]. The catalyst class is: 8. (3) Reactant: [F:1][C:2]1[CH:3]=[C:4](C(=O)C)[CH:5]=[CH:6][C:7]=1[O:8][CH3:9].ClC1C=CC=C(C(OO)=[O:21])C=1.O[Li].O.O. Product: [F:1][C:2]1[CH:3]=[C:4]([OH:21])[CH:5]=[CH:6][C:7]=1[O:8][CH3:9]. The catalyst class is: 61. (4) Reactant: CN(C(ON1N=NC2C=CC=NC1=2)=[N+](C)C)C.F[P-](F)(F)(F)(F)F.[C:25]([O:29][C:30]([NH:32][C:33]1[C:42]2[C:37](=[CH:38][CH:39]=[CH:40][CH:41]=2)[C:36]([O:43][C:44]2[CH:49]=[CH:48][N:47]=[C:46]([NH:50][C:51]3[CH:52]=[C:53]([CH:57]=[C:58]([C:60]#[CH:61])[CH:59]=3)[C:54]([OH:56])=O)[CH:45]=2)=[CH:35][CH:34]=1)=[O:31])([CH3:28])([CH3:27])[CH3:26].[CH3:62][O:63][CH2:64][CH2:65][O:66][CH2:67][CH2:68][O:69][CH2:70][C@@H:71]([NH2:73])[CH3:72].CCN(C(C)C)C(C)C. Product: [C:60]([C:58]1[CH:59]=[C:51]([NH:50][C:46]2[CH:45]=[C:44]([O:43][C:36]3[C:37]4[C:42](=[CH:41][CH:40]=[CH:39][CH:38]=4)[C:33]([NH:32][C:30](=[O:31])[O:29][C:25]([CH3:26])([CH3:28])[CH3:27])=[CH:34][CH:35]=3)[CH:49]=[CH:48][N:47]=2)[CH:52]=[C:53]([C:54](=[O:56])[NH:73][C@@H:71]([CH3:72])[CH2:70][O:69][CH2:68][CH2:67][O:66][CH2:65][CH2:64][O:63][CH3:62])[CH:57]=1)#[CH:61]. The catalyst class is: 3. (5) Reactant: [CH2:1]([N:8]1[CH2:18][CH:17]([C:19]2[CH:24]=[CH:23][C:22]([Cl:25])=[CH:21][CH:20]=2)[O:16][C:10]2([CH2:15][CH2:14][NH:13][CH2:12][CH2:11]2)[CH2:9]1)[C:2]1[CH:7]=[CH:6][CH:5]=[CH:4][CH:3]=1.[CH:26]([O:29][C:30]1[CH:38]=[CH:37][C:33]([C:34](O)=[O:35])=[CH:32][C:31]=1[CH3:39])([CH3:28])[CH3:27].CCN(C(C)C)C(C)C.CN(C(ON1N=NC2C=CC=NC1=2)=[N+](C)C)C.F[P-](F)(F)(F)(F)F. Product: [CH2:1]([N:8]1[CH2:18][CH:17]([C:19]2[CH:24]=[CH:23][C:22]([Cl:25])=[CH:21][CH:20]=2)[O:16][C:10]2([CH2:15][CH2:14][N:13]([C:34]([C:33]3[CH:37]=[CH:38][C:30]([O:29][CH:26]([CH3:27])[CH3:28])=[C:31]([CH3:39])[CH:32]=3)=[O:35])[CH2:12][CH2:11]2)[CH2:9]1)[C:2]1[CH:7]=[CH:6][CH:5]=[CH:4][CH:3]=1. The catalyst class is: 3.